From a dataset of Forward reaction prediction with 1.9M reactions from USPTO patents (1976-2016). Predict the product of the given reaction. (1) Given the reactants [Li+].[OH-].[F:3][C:4]1[CH:5]=[C:6]([CH:18]=[CH:19][CH:20]=1)[CH2:7][C:8]1[NH:9][C:10]([C:13]([O:15]CC)=[O:14])=[N:11][N:12]=1, predict the reaction product. The product is: [F:3][C:4]1[CH:5]=[C:6]([CH:18]=[CH:19][CH:20]=1)[CH2:7][C:8]1[NH:9][C:10]([C:13]([OH:15])=[O:14])=[N:11][N:12]=1. (2) The product is: [F:39][C:26]1[CH:27]=[C:28]([N:33]2[CH:37]=[N:36][C:35]([CH3:38])=[N:34]2)[C:29]([O:31][CH3:32])=[CH:30][C:25]=1[NH:24][C:21]1[N:20]=[C:19]2[CH:6]([C:7]3[CH:12]=[CH:11][C:10]([O:13][CH2:14][C:15]([F:18])([F:17])[F:16])=[CH:9][CH:8]=3)[CH2:5][CH2:4][CH2:3][CH2:2][N:23]2[N:22]=1. Given the reactants Cl[CH2:2][CH2:3][CH2:4][CH2:5][CH:6]([C:19]1[NH:23][N:22]=[C:21]([NH:24][C:25]2[CH:30]=[C:29]([O:31][CH3:32])[C:28]([N:33]3[CH:37]=[N:36][C:35]([CH3:38])=[N:34]3)=[CH:27][C:26]=2[F:39])[N:20]=1)[C:7]1[CH:12]=[CH:11][C:10]([O:13][CH2:14][C:15]([F:18])([F:17])[F:16])=[CH:9][CH:8]=1.[I-].[Na+], predict the reaction product. (3) The product is: [CH:34]1([S:31]([C:26]2[CH:27]=[CH:28][CH:29]=[CH:30][C:25]=2[C:6]2[CH:5]=[CH:4][C:3]([C:17]3[N:18]=[CH:19][C:20]([NH2:23])=[N:21][CH:22]=3)=[C:2]([F:1])[CH:7]=2)(=[O:32])=[O:33])[CH2:37][CH2:36][CH2:35]1. Given the reactants [F:1][C:2]1[CH:7]=[C:6](B2OC(C)(C)C(C)(C)O2)[CH:5]=[CH:4][C:3]=1[C:17]1[N:18]=[CH:19][C:20]([NH2:23])=[N:21][CH:22]=1.Br[C:25]1[CH:30]=[CH:29][CH:28]=[CH:27][C:26]=1[S:31]([CH:34]1[CH2:37][CH2:36][CH2:35]1)(=[O:33])=[O:32], predict the reaction product. (4) The product is: [F:14][C:10]1[CH:9]=[C:8]([P:23](=[O:26])([O:25][CH2:27][CH3:28])[O:24][CH2:30][CH3:31])[CH:7]=[CH:12][C:11]=1[F:13]. Given the reactants FC(F)(F)S(O[C:7]1[CH:12]=[C:11]([F:13])[C:10]([F:14])=[CH:9][C:8]=1[Si](C)(C)C)(=O)=O.[F-].[Cs+].[P:23]([O-:26])([O-:25])[O-:24].[C:27](#N)[CH3:28].[CH3:30][CH2:31]OC(C)=O, predict the reaction product. (5) Given the reactants [C:1]([C:5]1[CH:9]=[C:8]([NH:10][C:11](=[O:18])OCC(Cl)(Cl)Cl)[N:7]([C:19]2[CH:24]=[CH:23][C:22]([CH3:25])=[CH:21][CH:20]=2)[N:6]=1)([CH3:4])([CH3:3])[CH3:2].[CH3:26][C:27]1[CH:32]=[CH:31][C:30]([NH2:33])=[CH:29][C:28]=1[N+:34]([O-:36])=[O:35].CCN(C(C)C)C(C)C, predict the reaction product. The product is: [C:1]([C:5]1[CH:9]=[C:8]([NH:10][C:11]([NH:33][C:30]2[CH:31]=[CH:32][C:27]([CH3:26])=[C:28]([N+:34]([O-:36])=[O:35])[CH:29]=2)=[O:18])[N:7]([C:19]2[CH:24]=[CH:23][C:22]([CH3:25])=[CH:21][CH:20]=2)[N:6]=1)([CH3:2])([CH3:4])[CH3:3]. (6) Given the reactants [Na].[Br:2][C:3]1[CH:4]=[CH:5][C:6]([NH2:10])=[N:7][C:8]=1Br.[CH3:11][OH:12], predict the reaction product. The product is: [Br:2][C:3]1[CH:4]=[CH:5][C:6]([NH2:10])=[N:7][C:8]=1[O:12][CH3:11].